From a dataset of NCI-60 drug combinations with 297,098 pairs across 59 cell lines. Regression. Given two drug SMILES strings and cell line genomic features, predict the synergy score measuring deviation from expected non-interaction effect. (1) Drug 1: CN(CCCl)CCCl.Cl. Drug 2: C1C(C(OC1N2C=NC3=C2NC=NCC3O)CO)O. Cell line: HOP-62. Synergy scores: CSS=28.6, Synergy_ZIP=1.57, Synergy_Bliss=1.99, Synergy_Loewe=0.511, Synergy_HSA=2.50. (2) Drug 1: C1=CC(=CC=C1CCCC(=O)O)N(CCCl)CCCl. Drug 2: C1C(C(OC1N2C=NC3=C(N=C(N=C32)Cl)N)CO)O. Cell line: HOP-62. Synergy scores: CSS=20.2, Synergy_ZIP=-1.68, Synergy_Bliss=-2.88, Synergy_Loewe=-5.01, Synergy_HSA=-3.57.